This data is from Catalyst prediction with 721,799 reactions and 888 catalyst types from USPTO. The task is: Predict which catalyst facilitates the given reaction. (1) Product: [CH3:15][N:13]1[C:14]2[C:10](=[CH:9][C:8]([CH3:16])=[CH:7][C:6]=2[C:4]2[C:3](=[O:17])[NH:32][C:30](=[O:31])[C:29]=2[C:24]2[C:23]3[C:27](=[CH:28][C:20]([C:19]([F:18])([F:33])[F:34])=[CH:21][CH:22]=3)[NH:26][CH:25]=2)[CH:11]=[CH:12]1. The catalyst class is: 3. Reactant: CO[C:3](=[O:17])[C:4]([C:6]1[CH:7]=[C:8]([CH3:16])[CH:9]=[C:10]2[C:14]=1[N:13]([CH3:15])[CH:12]=[CH:11]2)=O.[F:18][C:19]([F:34])([F:33])[C:20]1[CH:28]=[C:27]2[C:23]([C:24]([CH2:29][C:30]([NH2:32])=[O:31])=[CH:25][NH:26]2)=[CH:22][CH:21]=1.CC(C)([O-])C.[K+].C1COCC1. (2) Reactant: C([O:4][C:5]1(/[CH:18]=[CH:19]/[CH2:20][C:21]([F:24])([F:23])[F:22])[CH2:10][CH2:9][N:8]([C:11]([O:13][C:14]([CH3:17])([CH3:16])[CH3:15])=[O:12])[CH2:7][CH2:6]1)(=O)C.[OH-].[Na+].CC(=O)OCC. Product: [OH:4][C:5]1(/[CH:18]=[CH:19]/[CH2:20][C:21]([F:24])([F:22])[F:23])[CH2:6][CH2:7][N:8]([C:11]([O:13][C:14]([CH3:17])([CH3:15])[CH3:16])=[O:12])[CH2:9][CH2:10]1. The catalyst class is: 5. (3) Reactant: [CH3:1][S:2]([C:5]1[CH:33]=[CH:32][C:8]([O:9][C:10]2[C:11]([NH:23][C:24]3[CH:31]=[CH:30][C:27]([C:28]#[N:29])=[CH:26][N:25]=3)=[N:12][CH:13]=[C:14]([S:16][C:17]3[CH:22]=[CH:21][CH:20]=[CH:19][N:18]=3)[CH:15]=2)=[CH:7][CH:6]=1)(=[O:4])=[O:3].C([Sn]([N:47]=[N+:48]=[N-:49])(CCCC)CCCC)CCC. Product: [CH3:1][S:2]([C:5]1[CH:6]=[CH:7][C:8]([O:9][C:10]2[C:11]([NH:23][C:24]3[CH:31]=[CH:30][C:27]([C:28]4[NH:49][N:48]=[N:47][N:29]=4)=[CH:26][N:25]=3)=[N:12][CH:13]=[C:14]([S:16][C:17]3[CH:22]=[CH:21][CH:20]=[CH:19][N:18]=3)[CH:15]=2)=[CH:32][CH:33]=1)(=[O:4])=[O:3]. The catalyst class is: 11. (4) Reactant: [CH3:1][O:2][C:3]1[CH:4]=[C:5]([C:9](=O)[CH2:10][CH:11]([C:14]#[N:15])[C:12]#[N:13])[CH:6]=[CH:7][CH:8]=1.C(O)(=O)C.CO.[CH3:23][S-:24].[Na+]. Product: [CH3:1][O:2][C:3]1[CH:4]=[C:5]([C:9]2[NH:13][C:12]([S:24][CH3:23])=[C:11]([C:14]#[N:15])[CH:10]=2)[CH:6]=[CH:7][CH:8]=1. The catalyst class is: 6.